From a dataset of Reaction yield outcomes from USPTO patents with 853,638 reactions. Predict the reaction yield, written as a fraction of the theoretical maximum amount of product (1.0 means a 100% yield; for example, 0.34 means a 34% yield). (1) The reactants are [CH3:1][O:2][C:3]1[CH:4]=[C:5]2[C:10](=[CH:11][C:12]=1[O:13][CH3:14])[N:9]=[CH:8][N:7]=[C:6]2[O:15][C:16]1[CH:17]=[C:18]([CH:20]=[CH:21][CH:22]=1)[NH2:19].[CH:23]([C:26]1[CH:30]=[C:29]([NH:31][C:32](=O)[O:33]C2C=CC=CC=2)[N:28]([C:41]2[CH:42]=[N:43][CH:44]=[CH:45][CH:46]=2)[N:27]=1)([CH3:25])[CH3:24]. The catalyst is C1COCC1.CN(C1C=CN=CC=1)C. The product is [CH3:1][O:2][C:3]1[CH:4]=[C:5]2[C:10](=[CH:11][C:12]=1[O:13][CH3:14])[N:9]=[CH:8][N:7]=[C:6]2[O:15][C:16]1[CH:17]=[C:18]([NH:19][C:32]([NH:31][C:29]2[N:28]([C:41]3[CH:42]=[N:43][CH:44]=[CH:45][CH:46]=3)[N:27]=[C:26]([CH:23]([CH3:25])[CH3:24])[CH:30]=2)=[O:33])[CH:20]=[CH:21][CH:22]=1. The yield is 0.580. (2) The reactants are [F:1][C:2]1[CH:3]=[C:4]([I:9])[C:5]([NH2:8])=[N:6][CH:7]=1.[C:17](O[C:17]([C:19]([F:22])([F:21])[F:20])=[O:18])([C:19]([F:22])([F:21])[F:20])=[O:18].N1C=[CH:27][CH:26]=[CH:25][CH:24]=1.C(Br)/C=C/C.C([O-])([O-])=O.[K+].[K+]. The catalyst is C(Cl)Cl.O. The product is [CH2:24]([N:8]([C:5]1[C:4]([I:9])=[CH:3][C:2]([F:1])=[CH:7][N:6]=1)[C:17](=[O:18])[C:19]([F:20])([F:21])[F:22])[CH:25]=[CH:26][CH3:27]. The yield is 0.510. (3) The reactants are [OH:1][CH2:2][CH2:3][C:4]1[CH:9]=[CH:8][N:7]=[CH:6][CH:5]=1. The catalyst is C(O)(=O)C.[Pt]=O. The product is [NH:7]1[CH2:8][CH2:9][CH:4]([CH2:3][CH2:2][OH:1])[CH2:5][CH2:6]1. The yield is 0.460. (4) The reactants are [F:1][C:2]1[CH:7]=[C:6]([F:8])[CH:5]=[C:4]([F:9])[C:3]=1[CH2:10][C:11]([OH:13])=O.C(Cl)(=O)C(Cl)=O.[NH2:20][C:21](=[N:27]O)[C:22]([O:24][CH2:25][CH3:26])=[O:23].C(N(CC)C(C)C)(C)C. The catalyst is ClCCl.N1C=CC=CC=1.CN(C=O)C. The product is [F:9][C:4]1[CH:5]=[C:6]([F:8])[CH:7]=[C:2]([F:1])[C:3]=1[CH2:10][C:11]1[O:13][N:27]=[C:21]([C:22]([O:24][CH2:25][CH3:26])=[O:23])[N:20]=1. The yield is 0.190. (5) No catalyst specified. The yield is 0.970. The reactants are [CH3:1][N:2]1[C:11]2[C:6](=[CH:7][CH:8]=[CH:9][CH:10]=2)[CH:5]=[CH:4][C:3]1=[S:12].[C:13]1([CH3:24])[CH:18]=[CH:17][C:16]([S:19]([O:22]C)(=[O:21])=[O:20])=[CH:15][CH:14]=1. The product is [C:13]1([CH3:24])[CH:14]=[CH:15][C:16]([S:19]([O-:22])(=[O:20])=[O:21])=[CH:17][CH:18]=1.[CH3:1][N+:2]1[C:11]2[C:6](=[CH:7][CH:8]=[CH:9][CH:10]=2)[CH:5]=[CH:4][C:3]=1[S:12][CH3:13]. (6) The reactants are [N+:1]([C:4]1[N:5]=[CH:6][NH:7][CH:8]=1)([O-:3])=[O:2].C([O-])([O-])=O.[K+].[K+].I[CH2:16][CH3:17]. The catalyst is C(#N)C. The product is [CH2:16]([N:7]1[CH:8]=[C:4]([N+:1]([O-:3])=[O:2])[N:5]=[CH:6]1)[CH3:17]. The yield is 0.320. (7) The reactants are CN(C(ON1N=NC2C=CC=NC1=2)=[N+](C)C)C.F[P-](F)(F)(F)(F)F.[C:25]([O:29][C:30]([N:32]1[CH2:38][CH2:37][CH2:36][O:35][C@H:34]([C:39]([OH:41])=O)[CH2:33]1)=[O:31])([CH3:28])([CH3:27])[CH3:26].FC(F)(F)C(O)=O.[N:49]1([C:58](=[O:67])/[CH:59]=[CH:60]/[C@@H:61]([NH2:66])[CH2:62][CH:63]([CH3:65])[CH3:64])[C:57]2[C:52](=[CH:53][CH:54]=[CH:55][CH:56]=2)[CH2:51][CH2:50]1.CCN(C(C)C)C(C)C. The catalyst is CN(C=O)C. The product is [N:49]1([C:58](=[O:67])/[CH:59]=[CH:60]/[C@@H:61]([NH:66][C:39]([C@@H:34]2[CH2:33][N:32]([C:30]([O:29][C:25]([CH3:26])([CH3:27])[CH3:28])=[O:31])[CH2:38][CH2:37][CH2:36][O:35]2)=[O:41])[CH2:62][CH:63]([CH3:65])[CH3:64])[C:57]2[C:52](=[CH:53][CH:54]=[CH:55][CH:56]=2)[CH2:51][CH2:50]1. The yield is 0.670. (8) The reactants are C[O:2][C:3]1[N:4]([CH2:18][C:19]2[CH:24]=[CH:23][C:22]([CH2:25]O)=[CH:21][CH:20]=2)[C:5]2[C:10]([N:11]=1)=[C:9]([NH2:12])[N:8]=[C:7]([NH:13][CH2:14][CH2:15][O:16][CH3:17])[N:6]=2.O=S(Cl)[Cl:29]. The catalyst is C(Cl)(Cl)Cl. The product is [CH3:17][O:16][CH2:15][CH2:14][NH:13][C:7]1[N:6]=[C:5]2[C:10]([NH:11][C:3](=[O:2])[N:4]2[CH2:18][C:19]2[CH:24]=[CH:23][C:22]([CH2:25][Cl:29])=[CH:21][CH:20]=2)=[C:9]([NH2:12])[N:8]=1. The yield is 1.00. (9) The reactants are C(O)C.[N+:4]([C:7]1[CH:46]=[CH:45][C:10](/[CH:11]=[CH:12]/[CH:13]([S:22]([CH:25](/[CH:34]=[CH:35]/[C:36]2[CH:41]=[CH:40][C:39]([N+:42]([O-])=O)=[CH:38][CH:37]=2)[C:26]2[CH:31]=[CH:30][C:29]([O:32][CH3:33])=[CH:28][CH:27]=2)(=[O:24])=[O:23])[C:14]2[CH:19]=[CH:18][C:17]([O:20][CH3:21])=[CH:16][CH:15]=2)=[CH:9][CH:8]=1)([O-])=O.O.NN. The catalyst is [Pd].C(Cl)(Cl)Cl. The product is [NH2:4][C:7]1[CH:46]=[CH:45][C:10](/[CH:11]=[CH:12]/[CH:13]([S:22]([CH:25](/[CH:34]=[CH:35]/[C:36]2[CH:41]=[CH:40][C:39]([NH2:42])=[CH:38][CH:37]=2)[C:26]2[CH:31]=[CH:30][C:29]([O:32][CH3:33])=[CH:28][CH:27]=2)(=[O:23])=[O:24])[C:14]2[CH:15]=[CH:16][C:17]([O:20][CH3:21])=[CH:18][CH:19]=2)=[CH:9][CH:8]=1. The yield is 0.520. (10) The reactants are [CH2:1]([C:3]1[O:7][CH:6]=[N:5][CH:4]=1)[CH3:2].[Li]CCCC.Br[C:14]1[CH:15]=[C:16]([N+:30]([O-:32])=[O:31])[C:17]([N:20]2[CH2:25][CH2:24][CH:23]([C:26]([O:28][CH3:29])=[O:27])[CH2:22][CH2:21]2)=[N:18][CH:19]=1.N#N. The catalyst is C1COCC1.[Cl-].[Cl-].[Zn+2].C1C=CC([P]([Pd]([P](C2C=CC=CC=2)(C2C=CC=CC=2)C2C=CC=CC=2)([P](C2C=CC=CC=2)(C2C=CC=CC=2)C2C=CC=CC=2)[P](C2C=CC=CC=2)(C2C=CC=CC=2)C2C=CC=CC=2)(C2C=CC=CC=2)C2C=CC=CC=2)=CC=1. The product is [CH2:1]([C:3]1[O:7][C:6]([C:14]2[CH:15]=[C:16]([N+:30]([O-:32])=[O:31])[C:17]([N:20]3[CH2:25][CH2:24][CH:23]([C:26]([O:28][CH3:29])=[O:27])[CH2:22][CH2:21]3)=[N:18][CH:19]=2)=[N:5][CH:4]=1)[CH3:2]. The yield is 0.150.